This data is from Forward reaction prediction with 1.9M reactions from USPTO patents (1976-2016). The task is: Predict the product of the given reaction. (1) The product is: [F:49][C:50]([F:55])([F:54])[C:51]([OH:53])=[O:52].[C:56]([C:59]1[CH:64]=[CH:63][C:62]([NH:65][CH:66]([C:82]2[CH:87]=[CH:86][C:85]([O:88][CH2:89][C:90](=[O:94])[N:91]([CH3:93])[CH3:92])=[C:84]([O:95][CH3:96])[CH:83]=2)[C:67]2[NH:71][C:70](=[O:72])[N:69]([C:73]3[CH:81]=[CH:80][CH:79]=[CH:78][C:74]=3[C:75]([NH2:2])=[O:77])[N:68]=2)=[CH:61][CH:60]=1)(=[NH:58])[NH2:57]. Given the reactants C[N:2]([P+](ON1N=NC2C=CC=CC1=2)(N(C)C)N(C)C)C.F[P-](F)(F)(F)(F)F.ON1C2C=CC=CC=2N=N1.C(N(CC)C(C)C)(C)C.[Cl-].[NH4+].[F:49][C:50]([F:55])([F:54])[C:51]([OH:53])=[O:52].[C:56]([C:59]1[CH:64]=[CH:63][C:62]([NH:65][CH:66]([C:82]2[CH:87]=[CH:86][C:85]([O:88][CH2:89][C:90](=[O:94])[N:91]([CH3:93])[CH3:92])=[C:84]([O:95][CH3:96])[CH:83]=2)[C:67]2[NH:71][C:70](=[O:72])[N:69]([C:73]3[CH:81]=[CH:80][CH:79]=[CH:78][C:74]=3[C:75]([OH:77])=O)[N:68]=2)=[CH:61][CH:60]=1)(=[NH:58])[NH2:57], predict the reaction product. (2) Given the reactants Cl[C:2]1[CH:3]=[C:4]([CH:23]=[CH:24][C:25]=1[Cl:26])[O:5][CH:6]1[CH2:11][CH2:10][N:9]([S:12](C2C(C)=NN(C)C=2C)(=[O:14])=[O:13])[CH2:8][CH2:7]1.[F:27][C:28]([F:37])([F:36])[C:29]1[CH:33]=[C:32]([CH3:34])[N:31](C)[N:30]=1.[ClH:38].Cl[C:40]1C=C(Cl)C=CC=1OC1CCNCC1, predict the reaction product. The product is: [Cl:38][C:3]1[CH:2]=[C:25]([Cl:26])[CH:24]=[CH:23][C:4]=1[O:5][CH:6]1[CH2:7][CH2:8][N:9]([S:12]([C:33]2[C:32]([CH3:34])=[N:31][N:30]([CH3:40])[C:29]=2[C:28]([F:37])([F:36])[F:27])(=[O:14])=[O:13])[CH2:10][CH2:11]1. (3) Given the reactants CS(O[CH2:6][CH2:7][O:8][C:9]1[CH:14]=[CH:13][C:12]([B:15]2[O:19][C:18]([CH3:21])([CH3:20])[C:17]([CH3:23])([CH3:22])[O:16]2)=[CH:11][CH:10]=1)(=O)=O.[NH2:24][C@@H:25]([CH3:35])[C@@H:26]([C:28]1[CH:33]=[CH:32][C:31]([OH:34])=[CH:30][CH:29]=1)[OH:27].C(OCC)(=O)C, predict the reaction product. The product is: [CH3:21][C:18]1([CH3:20])[C:17]([CH3:22])([CH3:23])[O:16][B:15]([C:12]2[CH:11]=[CH:10][C:9]([O:8][CH2:7][CH2:6][NH:24][C@@H:25]([CH3:35])[C@@H:26]([C:28]3[CH:33]=[CH:32][C:31]([OH:34])=[CH:30][CH:29]=3)[OH:27])=[CH:14][CH:13]=2)[O:19]1. (4) The product is: [C:17]1([C:40]2[CH:45]=[CH:44][CH:43]=[CH:42][CH:41]=2)[CH:18]=[CH:19][C:20]([C:23]([NH:27][C:26](=[CH:28][C:29]2[CH:34]=[CH:33][CH:32]=[C:31]([C:35]([F:36])([F:37])[F:38])[CH:30]=2)[C:25]([CH2:14][NH:13][C@H:9]([CH2:8][C:5]2[CH:4]=[CH:3][C:2]([Cl:1])=[CH:7][CH:6]=2)[C:10]([OH:12])=[O:11])=[O:39])=[O:24])=[CH:21][CH:22]=1. Given the reactants [Cl:1][C:2]1[CH:7]=[CH:6][C:5]([CH2:8][C@@H:9]([NH:13][CH3:14])[C:10]([OH:12])=[O:11])=[CH:4][CH:3]=1.[OH-].[Li+].[C:17]1([C:40]2[CH:45]=[CH:44][CH:43]=[CH:42][CH:41]=2)[CH:22]=[CH:21][C:20]([C:23]2[O:24][C:25](=[O:39])[C:26](=[CH:28][C:29]3[CH:34]=[CH:33][CH:32]=[C:31]([C:35]([F:38])([F:37])[F:36])[CH:30]=3)[N:27]=2)=[CH:19][CH:18]=1.C1(C2C=CC=CC=2)C=CC(C(Cl)=O)=CC=1.ClC1C=CC(CC(NC)C(O)=O)=CC=1.FC(F)(F)C1C=C(C=CC=1)C=O.C(OC1C=CC(C=O)=CC=1)C1C=CC=CC=1, predict the reaction product. (5) Given the reactants [F:1][C:2]1[C:10]([F:11])=[CH:9][CH:8]=[CH:7][C:3]=1[C:4](O)=[O:5].S(Cl)([Cl:14])=O, predict the reaction product. The product is: [F:1][C:2]1[C:10]([F:11])=[CH:9][CH:8]=[CH:7][C:3]=1[C:4]([Cl:14])=[O:5]. (6) Given the reactants [C:1]([N:20]1[C:24]([C:25](OC)=[O:26])=[CH:23][C:22]([C:29](OC)=[O:30])=[N:21]1)([C:14]1[CH:19]=[CH:18][CH:17]=[CH:16][CH:15]=1)([C:8]1[CH:13]=[CH:12][CH:11]=[CH:10][CH:9]=1)[C:2]1[CH:7]=[CH:6][CH:5]=[CH:4][CH:3]=1.[H-].[H-].[H-].[H-].[Li+].[Al+3], predict the reaction product. The product is: [C:1]([N:20]1[C:24]([CH2:25][OH:26])=[CH:23][C:22]([CH2:29][OH:30])=[N:21]1)([C:2]1[CH:7]=[CH:6][CH:5]=[CH:4][CH:3]=1)([C:8]1[CH:9]=[CH:10][CH:11]=[CH:12][CH:13]=1)[C:14]1[CH:19]=[CH:18][CH:17]=[CH:16][CH:15]=1. (7) Given the reactants FC(F)(F)S(O[C:7]1[CH:12]=[CH:11][C:10]([F:13])=[C:9]([NH:14][CH2:15][C:16]2[CH:21]=[CH:20][CH:19]=[C:18]([F:22])[CH:17]=2)[N:8]=1)(=O)=O.[Cl:25][C:26]1[C:27](B(O)O)=[CH:28][C:29]([F:32])=[N:30][CH:31]=1.C(=O)([O-])[O-].[Na+].[Na+], predict the reaction product. The product is: [Cl:25][C:26]1[C:27]([C:7]2[CH:12]=[CH:11][C:10]([F:13])=[C:9]([NH:14][CH2:15][C:16]3[CH:21]=[CH:20][CH:19]=[C:18]([F:22])[CH:17]=3)[N:8]=2)=[CH:28][C:29]([F:32])=[N:30][CH:31]=1.